From a dataset of Forward reaction prediction with 1.9M reactions from USPTO patents (1976-2016). Predict the product of the given reaction. (1) Given the reactants O[C@@H:2]1[CH2:6][CH2:5][N:4]([C:7]([O:9][C:10]([CH3:13])([CH3:12])[CH3:11])=[O:8])[CH:3]1[C:14]([O:16][CH3:17])=[O:15].ClCCl.CCN(S(F)(F)[F:27])CC, predict the reaction product. The product is: [F:27][C@H:2]1[CH2:6][CH2:5][N:4]([C:7]([O:9][C:10]([CH3:13])([CH3:12])[CH3:11])=[O:8])[CH:3]1[C:14]([O:16][CH3:17])=[O:15]. (2) Given the reactants [F:1][C:2]1[CH:3]=[C:4]([CH:7]=[CH:8][CH:9]=1)[CH:5]=O.C(O)(=O)[CH2:11][C:12]([OH:14])=[O:13].N1CCCCC1, predict the reaction product. The product is: [F:1][C:2]1[CH:3]=[C:4]([CH:5]=[CH:11][C:12]([OH:14])=[O:13])[CH:7]=[CH:8][CH:9]=1. (3) Given the reactants Cl.[CH3:2][O:3][C:4](=[O:10])[C@@H:5]1[CH2:9][CH2:8][CH2:7][NH:6]1.[NH:11]([C:20]([O:22][C:23]([CH3:26])([CH3:25])[CH3:24])=[O:21])[C@H:12]([C:17](O)=[O:18])[CH2:13][CH:14]([CH3:16])[CH3:15].F[P-](F)(F)(F)(F)F.N1(O[P+](N(C)C)(N(C)C)N(C)C)C2C=CC=CC=2N=N1.CCN(C(C)C)C(C)C, predict the reaction product. The product is: [NH:11]([C:20]([O:22][C:23]([CH3:25])([CH3:24])[CH3:26])=[O:21])[C@H:12]([C:17]([N:6]1[CH2:7][CH2:8][CH2:9][C@H:5]1[C:4]([O:3][CH3:2])=[O:10])=[O:18])[CH2:13][CH:14]([CH3:16])[CH3:15]. (4) Given the reactants [CH2:1]([N:3]([CH2:50][CH3:51])[C:4]1[CH:9]=[CH:8][C:7]([NH:10][C:11](=[O:30])[C:12]2[CH:29]=[CH:28][CH:27]=[C:14]([C:15]([N:17]([CH3:26])[CH2:18][CH2:19][N:20]3[CH2:25][CH2:24][NH:23][CH2:22][CH2:21]3)=[O:16])[CH:13]=2)=[C:6]([C:31]2[CH:36]=[C:35]([C:37](=[O:49])[NH:38][C@@H:39]3[C:48]4[C:43](=[CH:44][CH:45]=[CH:46][CH:47]=4)[CH2:42][CH2:41][CH2:40]3)[CH:34]=[CH:33][N:32]=2)[CH:5]=1)[CH3:2].[C:52](=O)([O:76]C1C=CC([N+]([O-])=O)=CC=1)[O:53][CH2:54][CH2:55][O:56][CH2:57][CH2:58][O:59][CH2:60][CH2:61][O:62][CH2:63][CH2:64][O:65][CH2:66][CH2:67][O:68][CH2:69][CH2:70][O:71][CH2:72][CH2:73][O:74][CH3:75], predict the reaction product. The product is: [CH2:50]([N:3]([CH2:1][CH3:2])[C:4]1[CH:9]=[CH:8][C:7]([NH:10][C:11]([C:12]2[CH:13]=[C:14]([CH:27]=[CH:28][CH:29]=2)[C:15]([N:17]([CH2:18][CH2:19][N:20]2[CH2:25][CH2:24][N:23]([C:52]([O:53][CH2:54][CH2:55][O:56][CH2:57][CH2:58][O:59][CH2:60][CH2:61][O:62][CH2:63][CH2:64][O:65][CH2:66][CH2:67][O:68][CH2:69][CH2:70][O:71][CH2:72][CH2:73][O:74][CH3:75])=[O:76])[CH2:22][CH2:21]2)[CH3:26])=[O:16])=[O:30])=[C:6]([C:31]2[CH:36]=[C:35]([C:37](=[O:49])[NH:38][C@@H:39]3[C:48]4[C:43](=[CH:44][CH:45]=[CH:46][CH:47]=4)[CH2:42][CH2:41][CH2:40]3)[CH:34]=[CH:33][N:32]=2)[CH:5]=1)[CH3:51].